From a dataset of NCI-60 drug combinations with 297,098 pairs across 59 cell lines. Regression. Given two drug SMILES strings and cell line genomic features, predict the synergy score measuring deviation from expected non-interaction effect. (1) Drug 1: C1C(C(OC1N2C=NC3=C(N=C(N=C32)Cl)N)CO)O. Drug 2: CC1C(C(CC(O1)OC2CC(OC(C2O)C)OC3=CC4=CC5=C(C(=O)C(C(C5)C(C(=O)C(C(C)O)O)OC)OC6CC(C(C(O6)C)O)OC7CC(C(C(O7)C)O)OC8CC(C(C(O8)C)O)(C)O)C(=C4C(=C3C)O)O)O)O. Cell line: NCI-H460. Synergy scores: CSS=47.8, Synergy_ZIP=-0.352, Synergy_Bliss=2.40, Synergy_Loewe=-8.20, Synergy_HSA=0.430. (2) Drug 1: CC1C(C(CC(O1)OC2CC(CC3=C2C(=C4C(=C3O)C(=O)C5=C(C4=O)C(=CC=C5)OC)O)(C(=O)C)O)N)O.Cl. Drug 2: CN1C(=O)N2C=NC(=C2N=N1)C(=O)N. Cell line: EKVX. Synergy scores: CSS=5.87, Synergy_ZIP=0.785, Synergy_Bliss=5.30, Synergy_Loewe=-4.55, Synergy_HSA=0.771. (3) Drug 1: CCC1=C2CN3C(=CC4=C(C3=O)COC(=O)C4(CC)O)C2=NC5=C1C=C(C=C5)O. Drug 2: C(CCl)NC(=O)N(CCCl)N=O. Cell line: OVCAR-8. Synergy scores: CSS=34.5, Synergy_ZIP=-8.80, Synergy_Bliss=2.57, Synergy_Loewe=-36.1, Synergy_HSA=3.55. (4) Drug 1: COC1=CC(=CC(=C1O)OC)C2C3C(COC3=O)C(C4=CC5=C(C=C24)OCO5)OC6C(C(C7C(O6)COC(O7)C8=CC=CS8)O)O. Drug 2: C1C(C(OC1N2C=NC3=C(N=C(N=C32)Cl)N)CO)O. Cell line: NCI/ADR-RES. Synergy scores: CSS=32.7, Synergy_ZIP=-6.49, Synergy_Bliss=-0.745, Synergy_Loewe=-34.9, Synergy_HSA=0.00550. (5) Drug 1: C1=CC(=CC=C1C#N)C(C2=CC=C(C=C2)C#N)N3C=NC=N3. Drug 2: CCCCCOC(=O)NC1=NC(=O)N(C=C1F)C2C(C(C(O2)C)O)O. Cell line: K-562. Synergy scores: CSS=0.834, Synergy_ZIP=-1.48, Synergy_Bliss=-4.87, Synergy_Loewe=-1.36, Synergy_HSA=-3.52. (6) Drug 1: CCC1=CC2CC(C3=C(CN(C2)C1)C4=CC=CC=C4N3)(C5=C(C=C6C(=C5)C78CCN9C7C(C=CC9)(C(C(C8N6C)(C(=O)OC)O)OC(=O)C)CC)OC)C(=O)OC.C(C(C(=O)O)O)(C(=O)O)O. Drug 2: CCC1(CC2CC(C3=C(CCN(C2)C1)C4=CC=CC=C4N3)(C5=C(C=C6C(=C5)C78CCN9C7C(C=CC9)(C(C(C8N6C=O)(C(=O)OC)O)OC(=O)C)CC)OC)C(=O)OC)O.OS(=O)(=O)O. Cell line: NCI-H322M. Synergy scores: CSS=49.2, Synergy_ZIP=3.71, Synergy_Bliss=5.49, Synergy_Loewe=4.10, Synergy_HSA=5.11.